This data is from Catalyst prediction with 721,799 reactions and 888 catalyst types from USPTO. The task is: Predict which catalyst facilitates the given reaction. Reactant: FC(F)(F)C(O)=O.C(O[C:13]([N:15]1[CH2:20][CH2:19][N:18]([C:21]([C:23]2[CH:27]=[C:26]([C:28]3[CH:33]=[C:32]([O:34][CH2:35][CH3:36])[CH:31]=[CH:30][N:29]=3)[N:25]([C:37]3[CH:38]=[N:39][C:40]([O:43][CH3:44])=[CH:41][CH:42]=3)[N:24]=2)=[O:22])[CH2:17][CH2:16]1)=O)(C)(C)C. Product: [CH2:35]([O:34][C:32]1[CH:31]=[CH:30][N:29]=[C:28]([C:26]2[N:25]([C:37]3[CH:38]=[N:39][C:40]([O:43][CH3:44])=[CH:41][CH:42]=3)[N:24]=[C:23]([C:21]([N:18]3[CH2:19][CH2:20][N:15]([CH3:13])[CH2:16][CH2:17]3)=[O:22])[CH:27]=2)[CH:33]=1)[CH3:36]. The catalyst class is: 2.